Task: Predict which catalyst facilitates the given reaction.. Dataset: Catalyst prediction with 721,799 reactions and 888 catalyst types from USPTO (1) Reactant: N#N.C[O:4][C:5]1[CH:10]=[C:9]([O:11]C)[CH:8]=[CH:7][C:6]=1[C:13]1[CH:18]=[CH:17][CH:16]=[C:15]([C:19]([NH:21][C:22]2[CH:27]=[CH:26][CH:25]=[CH:24][C:23]=2[C:28]2[S:32][C:31]([CH2:33][C:34]([OH:36])=[O:35])=[CH:30][CH:29]=2)=[O:20])[CH:14]=1.B(Br)(Br)Br.O.Cl[CH2:43]Cl. Product: [OH:4][C:5]1[CH:10]=[C:9]([OH:11])[CH:8]=[CH:7][C:6]=1[C:13]1[CH:18]=[CH:17][CH:16]=[C:15]([C:19]([NH:21][C:22]2[CH:27]=[CH:26][CH:25]=[CH:24][C:23]=2[C:28]2[S:32][C:31]([CH2:33][C:34]([OH:36])=[O:35])=[CH:30][CH:29]=2)=[O:20])[CH:14]=1.[CH3:43][O:36][C:34](=[O:35])[CH2:33][C:31]1[S:32][C:28]([C:23]2[CH:24]=[CH:25][CH:26]=[CH:27][C:22]=2[NH:21][C:19]([C:15]2[CH:14]=[C:13]([C:6]3[CH:7]=[CH:8][C:9]([OH:11])=[CH:10][C:5]=3[OH:4])[CH:18]=[CH:17][CH:16]=2)=[O:20])=[CH:29][CH:30]=1. The catalyst class is: 5. (2) Reactant: Br[C:2]1[C:14]2[C:13]3[C:8](=[CH:9][C:10]([C:15]([OH:18])([CH3:17])[CH3:16])=[CH:11][CH:12]=3)[NH:7][C:6]=2[C:5]([C:19]([NH2:21])=[O:20])=[CH:4][C:3]=1[C:22]#[N:23].[F:24][C:25]1[CH:26]=[CH:27][CH:28]=[C:29]2[C:34]=1[N:33]([CH3:35])[C:32](=[O:36])[N:31]([C:37]1[CH:42]=[CH:41][CH:40]=[C:39](B3OC(C)(C)C(C)(C)O3)[C:38]=1[CH3:52])[C:30]2=[O:53].C([O-])([O-])=O.[Cs+].[Cs+]. Product: [C:22]([C:3]1[CH:4]=[C:5]([C:19]([NH2:21])=[O:20])[C:6]2[NH:7][C:8]3[C:13]([C:14]=2[C:2]=1[C:39]1[CH:40]=[CH:41][CH:42]=[C:37]([N:31]2[C:30](=[O:53])[C:29]4[C:34](=[C:25]([F:24])[CH:26]=[CH:27][CH:28]=4)[N:33]([CH3:35])[C:32]2=[O:36])[C:38]=1[CH3:52])=[CH:12][CH:11]=[C:10]([C:15]([OH:18])([CH3:17])[CH3:16])[CH:9]=3)#[N:23]. The catalyst class is: 819. (3) Reactant: [CH3:1][S:2]([NH:5][CH2:6][C:7]1[C:15]2[S:14](=[O:17])(=[O:16])[N:13]=[C:12]([CH2:18][C:19]([OH:21])=O)[NH:11][C:10]=2[S:9][CH:8]=1)(=[O:4])=[O:3].F[P-](F)(F)(F)(F)F.N1([O:38][C:39](N(C)C)=[N+](C)C)C2N=CC=CC=2N=N1.CN1CCOCC1.C(OC(=O)[CH:57]([CH2:61][NH:62][CH2:63][C:64]1[CH:69]=[CH:68][C:67]([F:70])=[CH:66][CH:65]=1)[CH:58]([CH3:60])[CH3:59])C.[O-]CC.[Na+].C(O)C. Product: [F:70][C:67]1[CH:66]=[CH:65][C:64]([CH2:63][N:62]2[CH2:61][CH:57]([CH:58]([CH3:59])[CH3:60])[C:19]([OH:21])=[C:18]([C:12]3[NH:11][C:10]4[S:9][CH:8]=[C:7]([CH2:6][NH:5][S:2]([CH3:1])(=[O:3])=[O:4])[C:15]=4[S:14](=[O:16])(=[O:17])[N:13]=3)[C:39]2=[O:38])=[CH:69][CH:68]=1. The catalyst class is: 9.